From a dataset of NCI-60 drug combinations with 297,098 pairs across 59 cell lines. Regression. Given two drug SMILES strings and cell line genomic features, predict the synergy score measuring deviation from expected non-interaction effect. (1) Drug 1: C#CCC(CC1=CN=C2C(=N1)C(=NC(=N2)N)N)C3=CC=C(C=C3)C(=O)NC(CCC(=O)O)C(=O)O. Drug 2: CC1C(C(CC(O1)OC2CC(CC3=C2C(=C4C(=C3O)C(=O)C5=C(C4=O)C(=CC=C5)OC)O)(C(=O)CO)O)N)O.Cl. Cell line: SW-620. Synergy scores: CSS=44.6, Synergy_ZIP=-7.36, Synergy_Bliss=-8.46, Synergy_Loewe=-3.01, Synergy_HSA=-2.50. (2) Drug 1: CCCS(=O)(=O)NC1=C(C(=C(C=C1)F)C(=O)C2=CNC3=C2C=C(C=N3)C4=CC=C(C=C4)Cl)F. Drug 2: C1=NC2=C(N=C(N=C2N1C3C(C(C(O3)CO)O)F)Cl)N. Cell line: OVCAR-4. Synergy scores: CSS=0.803, Synergy_ZIP=-1.49, Synergy_Bliss=1.17, Synergy_Loewe=-8.20, Synergy_HSA=-1.29. (3) Drug 1: CS(=O)(=O)CCNCC1=CC=C(O1)C2=CC3=C(C=C2)N=CN=C3NC4=CC(=C(C=C4)OCC5=CC(=CC=C5)F)Cl. Drug 2: C1C(C(OC1N2C=NC(=NC2=O)N)CO)O. Cell line: SNB-75. Synergy scores: CSS=1.04, Synergy_ZIP=-0.563, Synergy_Bliss=0.0624, Synergy_Loewe=-0.694, Synergy_HSA=-0.544. (4) Drug 1: COC1=CC(=CC(=C1O)OC)C2C3C(COC3=O)C(C4=CC5=C(C=C24)OCO5)OC6C(C(C7C(O6)COC(O7)C8=CC=CS8)O)O. Drug 2: CCCS(=O)(=O)NC1=C(C(=C(C=C1)F)C(=O)C2=CNC3=C2C=C(C=N3)C4=CC=C(C=C4)Cl)F. Cell line: CAKI-1. Synergy scores: CSS=47.9, Synergy_ZIP=-2.51, Synergy_Bliss=-2.75, Synergy_Loewe=-28.8, Synergy_HSA=-0.326. (5) Drug 1: C1CCC(CC1)NC(=O)N(CCCl)N=O. Drug 2: C1=CC(=CC=C1CC(C(=O)O)N)N(CCCl)CCCl.Cl. Cell line: RPMI-8226. Synergy scores: CSS=43.4, Synergy_ZIP=2.85, Synergy_Bliss=8.19, Synergy_Loewe=-6.69, Synergy_HSA=5.84.